This data is from Full USPTO retrosynthesis dataset with 1.9M reactions from patents (1976-2016). The task is: Predict the reactants needed to synthesize the given product. (1) Given the product [CH3:16][C:9]1[CH:8]=[C:7]([C:5]2[N:23]([CH2:22][C:21]([F:26])([F:25])[F:20])[N:24]=[C:3]([C:2]([F:19])([F:18])[F:1])[CH:4]=2)[CH:12]=[CH:11][C:10]=1[N+:13]([O-:15])=[O:14], predict the reactants needed to synthesize it. The reactants are: [F:1][C:2]([F:19])([F:18])[C:3](=O)[CH2:4][C:5]([C:7]1[CH:12]=[CH:11][C:10]([N+:13]([O-:15])=[O:14])=[C:9]([CH3:16])[CH:8]=1)=O.[F:20][C:21]([F:26])([F:25])[CH2:22][NH:23][NH2:24].C1(C)C=CC(S(O)(=O)=O)=CC=1. (2) The reactants are: [CH3:1][C:2]1[N:3]=[C:4]([C:7]2[C:8](=[O:14])[NH:9][C:10](=[O:13])[NH:11][CH:12]=2)[S:5][CH:6]=1.[C:15](Cl)(=[O:22])[C:16]1[CH:21]=[CH:20][CH:19]=[CH:18][CH:17]=1.O. Given the product [CH3:1][C:2]1[N:3]=[C:4]([C:7]2[C:8](=[O:14])[N:9]([C:15]([C:16]3[CH:21]=[CH:20][CH:19]=[CH:18][CH:17]=3)=[O:22])[C:10](=[O:13])[NH:11][CH:12]=2)[S:5][CH:6]=1, predict the reactants needed to synthesize it. (3) The reactants are: [NH2:1][CH2:2][C:3]1[CH:4]=[CH:5][C:6]([Cl:10])=[C:7]([NH2:9])[CH:8]=1.[C:11](Cl)(=[O:16])[C:12]([CH3:15])([CH3:14])[CH3:13]. Given the product [NH2:9][C:7]1[CH:8]=[C:3]([CH:4]=[CH:5][C:6]=1[Cl:10])[CH2:2][NH:1][C:11](=[O:16])[C:12]([CH3:15])([CH3:14])[CH3:13], predict the reactants needed to synthesize it.